Dataset: Forward reaction prediction with 1.9M reactions from USPTO patents (1976-2016). Task: Predict the product of the given reaction. (1) The product is: [Br:11][C:12]1[CH:13]=[C:14]([S:18][C:19]2[C:6]3[C:5](=[CH:4][C:3]([Cl:2])=[CH:8][CH:7]=3)[NH:9][C:20]=2[CH3:21])[CH:15]=[N:16][CH:17]=1. Given the reactants Cl.[Cl:2][C:3]1[CH:4]=[C:5]([NH:9]N)[CH:6]=[CH:7][CH:8]=1.[Br:11][C:12]1[CH:13]=[C:14]([S:18][CH2:19][C:20](=O)[CH3:21])[CH:15]=[N:16][CH:17]=1.Cl.CCOCC, predict the reaction product. (2) Given the reactants [CH3:1][C:2]1([CH2:6][C:7]([OH:9])=O)[CH2:5][O:4][CH2:3]1.CCN=C=NCCCN(C)C.C1C=CC2N(O)N=NC=2C=1.CCN(C(C)C)C(C)C.Cl.Cl.[CH:42]1([CH2:50][NH:51][C:52]([C:54]2[NH:62][C:61]3[CH:60]=[CH:59][N:58]=[CH:57][C:56]=3[CH:55]=2)=[O:53])[C:44]2([CH2:49][CH2:48][NH:47][CH2:46][CH2:45]2)[CH2:43]1, predict the reaction product. The product is: [CH3:1][C:2]1([CH2:6][C:7]([N:47]2[CH2:48][CH2:49][C:44]3([CH:42]([CH2:50][NH:51][C:52]([C:54]4[NH:62][C:61]5[CH:60]=[CH:59][N:58]=[CH:57][C:56]=5[CH:55]=4)=[O:53])[CH2:43]3)[CH2:45][CH2:46]2)=[O:9])[CH2:3][O:4][CH2:5]1. (3) Given the reactants [NH2:1][CH2:2][CH:3]([C:24]1[CH:25]=[C:26]([C:41]([O:43]C)=[O:42])[C:27]([C:30]2[CH:35]=[CH:34][CH:33]=[CH:32][C:31]=2[CH2:36][CH2:37][CH2:38][O:39][CH3:40])=[CH:28][CH:29]=1)[CH2:4][C:5]1[CH:10]=[CH:9][C:8]([O:11][CH2:12][CH2:13][O:14][C:15]2[C:20]([Cl:21])=[CH:19][C:18]([CH3:22])=[CH:17][C:16]=2[Cl:23])=[CH:7][CH:6]=1.[OH-].[Na+], predict the reaction product. The product is: [NH2:1][CH2:2][CH:3]([C:24]1[CH:25]=[C:26]([C:41]([OH:43])=[O:42])[C:27]([C:30]2[CH:35]=[CH:34][CH:33]=[CH:32][C:31]=2[CH2:36][CH2:37][CH2:38][O:39][CH3:40])=[CH:28][CH:29]=1)[CH2:4][C:5]1[CH:6]=[CH:7][C:8]([O:11][CH2:12][CH2:13][O:14][C:15]2[C:20]([Cl:21])=[CH:19][C:18]([CH3:22])=[CH:17][C:16]=2[Cl:23])=[CH:9][CH:10]=1. (4) Given the reactants [N+:1]([O-:4])(O)=[O:2].[F:5][C:6]1[CH:11]=[CH:10][C:9]([CH2:12][C:13]2[CH:14]=[CH:15][C:16](=[O:19])[NH:17][CH:18]=2)=[CH:8][CH:7]=1.O, predict the reaction product. The product is: [F:5][C:6]1[CH:7]=[CH:8][C:9]([CH2:12][C:13]2[CH:14]=[C:15]([N+:1]([O-:4])=[O:2])[C:16](=[O:19])[NH:17][CH:18]=2)=[CH:10][CH:11]=1. (5) Given the reactants [CH3:1][O:2][C:3]1[CH:4]=[C:5]2[C:10](=[CH:11][C:12]=1[O:13][CH3:14])[C:9]([CH3:15])=[N:8][C:7]([OH:16])=[C:6]2[CH2:17][C:18]1[CH:27]=[CH:26][C:25]2[C:20](=[CH:21][CH:22]=[CH:23][CH:24]=2)[CH:19]=1.[Li+].[CH3:29][Si]([N-][Si](C)(C)C)(C)C.S(OC)(OC)(=O)=O, predict the reaction product. The product is: [CH3:29][O:16][C:7]1[N:8]=[C:9]([CH3:15])[C:10]2[C:5]([C:6]=1[CH2:17][C:18]1[CH:27]=[CH:26][C:25]3[C:20](=[CH:21][CH:22]=[CH:23][CH:24]=3)[CH:19]=1)=[CH:4][C:3]([O:2][CH3:1])=[C:12]([O:13][CH3:14])[CH:11]=2. (6) Given the reactants SCCC[Si](OCC)(OCC)OCC.[N+:15]([C:18]1[CH:19]=[CH:20][C:21]([S:24][S:24][C:21]2[CH:20]=[CH:19][C:18]([N+:15]([O-:17])=[O:16])=[CH:23][N:22]=2)=[N:22][CH:23]=1)([O-:17])=[O:16].C(N(CC)CC)C, predict the reaction product. The product is: [N+:15]([C:18]1[CH:19]=[CH:20][C:21](=[S:24])[NH:22][CH:23]=1)([O-:17])=[O:16]. (7) Given the reactants Cl.C(N=C=NCCCN(C)C)C.[N:13]1([C:18]([NH:20][C:21]2([C:27]([OH:29])=O)[CH2:26][CH2:25][CH2:24][CH2:23][CH2:22]2)=[O:19])[CH2:17][CH2:16][CH2:15][CH2:14]1.Cl.[NH2:31][C@@H:32]([CH:46]([CH3:48])[CH3:47])[C@@H:33]([OH:45])[C:34]([NH:36][C@H:37]1[CH2:43][CH2:42][CH2:41][CH2:40][NH:39][C:38]1=[O:44])=[O:35].C(N(CC)CC)C.ON1C2C=CC=CC=2N=N1, predict the reaction product. The product is: [O:44]=[C:38]1[C@@H:37]([NH:36][C:34](=[O:35])[C@H:33]([OH:45])[C@@H:32]([NH:31][C:27]([C:21]2([NH:20][C:18]([N:13]3[CH2:14][CH2:15][CH2:16][CH2:17]3)=[O:19])[CH2:22][CH2:23][CH2:24][CH2:25][CH2:26]2)=[O:29])[CH:46]([CH3:48])[CH3:47])[CH2:43][CH2:42][CH2:41][CH2:40][NH:39]1. (8) Given the reactants [CH3:1][N:2]1[C:10]2[C:5](=[CH:6][C:7]([S:11]([N:14]3[CH2:18][CH2:17][CH2:16][C@H:15]3[CH2:19][O:20][C:21]3[CH:26]=[CH:25][CH:24]=[CH:23][CH:22]=3)(=[O:13])=[O:12])=[CH:8][CH:9]=2)[C:4](=[O:27])[C:3]1=[O:28].C(Br)[C:30]1[CH:35]=[CH:34][CH:33]=[CH:32][CH:31]=1, predict the reaction product. The product is: [CH2:1]([N:2]1[C:10]2[C:5](=[CH:6][C:7]([S:11]([N:14]3[CH2:18][CH2:17][CH2:16][C@H:15]3[CH2:19][O:20][C:21]3[CH:26]=[CH:25][CH:24]=[CH:23][CH:22]=3)(=[O:12])=[O:13])=[CH:8][CH:9]=2)[C:4](=[O:27])[C:3]1=[O:28])[C:30]1[CH:35]=[CH:34][CH:33]=[CH:32][CH:31]=1.